From a dataset of NCI-60 drug combinations with 297,098 pairs across 59 cell lines. Regression. Given two drug SMILES strings and cell line genomic features, predict the synergy score measuring deviation from expected non-interaction effect. (1) Drug 1: C(CCl)NC(=O)N(CCCl)N=O. Drug 2: CC1C(C(CC(O1)OC2CC(CC3=C2C(=C4C(=C3O)C(=O)C5=CC=CC=C5C4=O)O)(C(=O)C)O)N)O. Cell line: UACC-257. Synergy scores: CSS=57.6, Synergy_ZIP=-2.49, Synergy_Bliss=1.34, Synergy_Loewe=2.90, Synergy_HSA=5.45. (2) Drug 1: CC12CCC3C(C1CCC2=O)CC(=C)C4=CC(=O)C=CC34C. Drug 2: CN(CC1=CN=C2C(=N1)C(=NC(=N2)N)N)C3=CC=C(C=C3)C(=O)NC(CCC(=O)O)C(=O)O. Cell line: SK-OV-3. Synergy scores: CSS=63.9, Synergy_ZIP=-1.92, Synergy_Bliss=-1.46, Synergy_Loewe=-24.1, Synergy_HSA=0.997. (3) Drug 1: C1CCC(CC1)NC(=O)N(CCCl)N=O. Drug 2: C(=O)(N)NO. Cell line: NCI-H322M. Synergy scores: CSS=-0.938, Synergy_ZIP=-0.449, Synergy_Bliss=-3.25, Synergy_Loewe=-8.88, Synergy_HSA=-5.13. (4) Drug 1: C1=NC2=C(N1)C(=S)N=C(N2)N. Drug 2: COCCOC1=C(C=C2C(=C1)C(=NC=N2)NC3=CC=CC(=C3)C#C)OCCOC.Cl. Cell line: LOX IMVI. Synergy scores: CSS=40.5, Synergy_ZIP=2.67, Synergy_Bliss=-0.686, Synergy_Loewe=-13.1, Synergy_HSA=0.267. (5) Drug 1: CCN(CC)CCNC(=O)C1=C(NC(=C1C)C=C2C3=C(C=CC(=C3)F)NC2=O)C. Drug 2: CC(C)CN1C=NC2=C1C3=CC=CC=C3N=C2N. Cell line: SNB-19. Synergy scores: CSS=2.37, Synergy_ZIP=-0.843, Synergy_Bliss=-3.37, Synergy_Loewe=-3.06, Synergy_HSA=-3.88. (6) Cell line: MDA-MB-435. Synergy scores: CSS=7.59, Synergy_ZIP=-5.35, Synergy_Bliss=-4.26, Synergy_Loewe=-13.5, Synergy_HSA=-5.21. Drug 1: CC(CN1CC(=O)NC(=O)C1)N2CC(=O)NC(=O)C2. Drug 2: COC1=CC(=CC(=C1O)OC)C2C3C(COC3=O)C(C4=CC5=C(C=C24)OCO5)OC6C(C(C7C(O6)COC(O7)C8=CC=CS8)O)O.